Dataset: Merck oncology drug combination screen with 23,052 pairs across 39 cell lines. Task: Regression. Given two drug SMILES strings and cell line genomic features, predict the synergy score measuring deviation from expected non-interaction effect. (1) Drug 1: CC(=O)OC1C(=O)C2(C)C(O)CC3OCC3(OC(C)=O)C2C(OC(=O)c2ccccc2)C2(O)CC(OC(=O)C(O)C(NC(=O)c3ccccc3)c3ccccc3)C(C)=C1C2(C)C. Drug 2: C#Cc1cccc(Nc2ncnc3cc(OCCOC)c(OCCOC)cc23)c1. Cell line: UWB1289. Synergy scores: synergy=0.0585. (2) Drug 1: CN(C)C(=N)N=C(N)N. Drug 2: O=C(NOCC(O)CO)c1ccc(F)c(F)c1Nc1ccc(I)cc1F. Cell line: SKOV3. Synergy scores: synergy=-7.44. (3) Drug 1: N.N.O=C(O)C1(C(=O)O)CCC1.[Pt]. Drug 2: CS(=O)(=O)CCNCc1ccc(-c2ccc3ncnc(Nc4ccc(OCc5cccc(F)c5)c(Cl)c4)c3c2)o1. Cell line: OV90. Synergy scores: synergy=-15.3. (4) Drug 1: Nc1ccn(C2OC(CO)C(O)C2(F)F)c(=O)n1. Drug 2: CC(C)CC(NC(=O)C(Cc1ccccc1)NC(=O)c1cnccn1)B(O)O. Cell line: MDAMB436. Synergy scores: synergy=1.24. (5) Drug 1: CC(C)CC(NC(=O)C(Cc1ccccc1)NC(=O)c1cnccn1)B(O)O. Drug 2: Cn1cc(-c2cnn3c(N)c(Br)c(C4CCCNC4)nc23)cn1. Cell line: PA1. Synergy scores: synergy=-4.62. (6) Drug 1: CCC1(O)CC2CN(CCc3c([nH]c4ccccc34)C(C(=O)OC)(c3cc4c(cc3OC)N(C)C3C(O)(C(=O)OC)C(OC(C)=O)C5(CC)C=CCN6CCC43C65)C2)C1. Drug 2: O=C(NOCC(O)CO)c1ccc(F)c(F)c1Nc1ccc(I)cc1F. Cell line: EFM192B. Synergy scores: synergy=-0.842. (7) Drug 1: O=C(O)C1(Cc2cccc(Nc3nccs3)n2)CCC(Oc2cccc(Cl)c2F)CC1. Drug 2: Cc1nc(Nc2ncc(C(=O)Nc3c(C)cccc3Cl)s2)cc(N2CCN(CCO)CC2)n1. Cell line: OCUBM. Synergy scores: synergy=8.75.